Dataset: Catalyst prediction with 721,799 reactions and 888 catalyst types from USPTO. Task: Predict which catalyst facilitates the given reaction. (1) Reactant: [Cl:1][C:2]1[CH:10]=[CH:9][C:5]([C:6](Cl)=[O:7])=[CH:4][CH:3]=1.[Cl-].[Al+3].[Cl-].[Cl-].[CH2:15]([N:22]1[CH:26]=[CH:25][CH:24]=[C:23]1[CH2:27][C:28]#[N:29])[C:16]1[CH:21]=[CH:20][CH:19]=[CH:18][CH:17]=1. Product: [CH2:15]([N:22]1[C:26]([C:6](=[O:7])[C:5]2[CH:9]=[CH:10][C:2]([Cl:1])=[CH:3][CH:4]=2)=[CH:25][CH:24]=[C:23]1[CH2:27][C:28]#[N:29])[C:16]1[CH:17]=[CH:18][CH:19]=[CH:20][CH:21]=1. The catalyst class is: 26. (2) Reactant: C([O:8][C:9]1[C:10]([O:27][CH2:28][C:29]([F:32])([F:31])[F:30])=[CH:11][C:12]([CH2:16][NH:17][C:18]2[C:23]([Cl:24])=[C:22]([CH3:25])[N:21]=[C:20]([CH3:26])[N:19]=2)=[N:13][C:14]=1[Br:15])C1C=CC=CC=1.Cl.[OH-].[Na+].O. Product: [Br:15][C:14]1[C:9]([OH:8])=[C:10]([O:27][CH2:28][C:29]([F:32])([F:31])[F:30])[CH:11]=[C:12]([CH2:16][NH:17][C:18]2[C:23]([Cl:24])=[C:22]([CH3:25])[N:21]=[C:20]([CH3:26])[N:19]=2)[N:13]=1. The catalyst class is: 8. (3) Reactant: [C:1]([CH2:3][N:4]([CH:21]([CH3:23])[CH3:22])[C:5]([C:7]1[N:8]=[C:9]([N:12]2[CH2:15][CH:14](OS(C)(=O)=O)[CH2:13]2)[S:10][CH:11]=1)=[O:6])#[N:2].[C:24]([O-:27])(=[S:26])[CH3:25].[K+]. Product: [C:24]([S:26][CH:14]1[CH2:13][N:12]([C:9]2[S:10][CH:11]=[C:7]([C:5](=[O:6])[N:4]([CH2:3][C:1]#[N:2])[CH:21]([CH3:22])[CH3:23])[N:8]=2)[CH2:15]1)(=[O:27])[CH3:25]. The catalyst class is: 9. (4) Reactant: [F:1][C:2]([F:30])([F:29])[C:3]1[CH:8]=[CH:7][C:6]([C:9]2([OH:16])[CH2:15][CH2:14][CH2:13][CH2:12][CH2:11][CH2:10]2)=[C:5]([CH2:17][O:18][Si:19]([CH:26]([CH3:28])[CH3:27])([CH:23]([CH3:25])[CH3:24])[CH:20]([CH3:22])[CH3:21])[CH:4]=1.[H-].[Na+].[CH3:33]I. Product: [CH3:33][O:16][C:9]1([C:6]2[CH:7]=[CH:8][C:3]([C:2]([F:29])([F:1])[F:30])=[CH:4][C:5]=2[CH2:17][O:18][Si:19]([CH:26]([CH3:28])[CH3:27])([CH:23]([CH3:24])[CH3:25])[CH:20]([CH3:22])[CH3:21])[CH2:15][CH2:14][CH2:13][CH2:12][CH2:11][CH2:10]1. The catalyst class is: 7. (5) Product: [NH2:9][C:3]1[CH:4]=[CH:5][C:6]([N:11]2[CH:16]=[CH:15][N:14]=[CH:13][C:12]2=[O:17])=[CH:7][C:2]=1[F:1]. The catalyst class is: 122. Reactant: [F:1][C:2]1[CH:7]=[C:6](I)[CH:5]=[CH:4][C:3]=1[NH2:9].[Na].[NH:11]1[CH:16]=[CH:15][N:14]=[CH:13][C:12]1=[O:17].C(=O)([O-])[O-].[K+].[K+].OC1C=CC=C2C=1N=CC=C2. (6) Reactant: [CH3:1][S:2](Cl)(=[O:4])=[O:3].[N+:6]([C:9]1[CH:10]=[C:11]([CH2:15][CH2:16][OH:17])[CH:12]=[CH:13][CH:14]=1)([O-:8])=[O:7].C(N(CC)CC)C. Product: [CH3:1][S:2]([O:17][CH2:16][CH2:15][C:11]1[CH:12]=[CH:13][CH:14]=[C:9]([N+:6]([O-:8])=[O:7])[CH:10]=1)(=[O:4])=[O:3]. The catalyst class is: 46.